Dataset: Reaction yield outcomes from USPTO patents with 853,638 reactions. Task: Predict the reaction yield, written as a fraction of the theoretical maximum amount of product (1.0 means a 100% yield; for example, 0.34 means a 34% yield). (1) The reactants are [CH3:1][C:2]1([CH3:26])[CH:11](O)[C:10]2[C:5](=[CH:6][CH:7]=[C:8]([C:13]([F:16])([F:15])[F:14])[CH:9]=2)[NH:4][CH:3]1[C:17]1[CH:22]=[CH:21][CH:20]=[C:19]([N+:23]([O-:25])=[O:24])[CH:18]=1.FC(F)(F)C(O)=O. The catalyst is C([SiH](CC)CC)C. The product is [CH3:1][C:2]1([CH3:26])[CH2:11][C:10]2[C:5](=[CH:6][CH:7]=[C:8]([C:13]([F:15])([F:14])[F:16])[CH:9]=2)[NH:4][CH:3]1[C:17]1[CH:22]=[CH:21][CH:20]=[C:19]([N+:23]([O-:25])=[O:24])[CH:18]=1. The yield is 0.360. (2) The reactants are [Li].[CH3:2][N:3]([C:5](=O)[C:6]1[CH:11]=[CH:10][C:9]([O:12][CH3:13])=[CH:8][CH:7]=1)[NH2:4].O.[OH-].[Na+]. The catalyst is C1COCC1. The product is [CH3:13][O:12][C:9]1[CH:10]=[CH:11][C:6]([CH2:5][N:3]([CH3:2])[NH2:4])=[CH:7][CH:8]=1. The yield is 0.450. (3) The reactants are [CH:1]1([C:7]([C:9]2[C:13]3[CH:14]=[CH:15][C:16]([O:18][CH3:19])=[CH:17][C:12]=3[O:11][C:10]=2[CH3:20])=[O:8])[CH2:6][CH2:5][CH2:4][CH2:3][CH2:2]1.CO.[BH4-].[Na+].Cl. The catalyst is O1CCCC1. The product is [CH:1]1([CH:7]([C:9]2[C:13]3[CH:14]=[CH:15][C:16]([O:18][CH3:19])=[CH:17][C:12]=3[O:11][C:10]=2[CH3:20])[OH:8])[CH2:2][CH2:3][CH2:4][CH2:5][CH2:6]1. The yield is 0.760. (4) The reactants are [NH2:1][C:2]1[N:7]=[CH:6][C:5]([O:8][C:9]2[CH:14]=[CH:13][N:12]=[C:11]([C:15]([NH2:17])=[O:16])[CH:10]=2)=[CH:4][CH:3]=1.[CH3:18][N:19]1[C:23]([CH3:24])=[C:22]([C:25](O)=[O:26])[C:21](=[O:28])[N:20]1[C:29]1[CH:34]=[CH:33][CH:32]=[CH:31][CH:30]=1.CCN=C=NCCCN(C)C.C1C=NC2N(O)N=NC=2C=1. The catalyst is C(Cl)Cl.O. The product is [CH3:18][N:19]1[C:23]([CH3:24])=[C:22]([C:25]([NH:1][C:2]2[N:7]=[CH:6][C:5]([O:8][C:9]3[CH:14]=[CH:13][N:12]=[C:11]([C:15]([NH2:17])=[O:16])[CH:10]=3)=[CH:4][CH:3]=2)=[O:26])[C:21](=[O:28])[N:20]1[C:29]1[CH:34]=[CH:33][CH:32]=[CH:31][CH:30]=1. The yield is 0.250. (5) The reactants are Br[C:2]1[CH:7]=[CH:6][CH:5]=[CH:4][N:3]=1.[CH2:8]([C:12]1[O:13][C:14]([C:17]2[CH:22]=[CH:21][CH:20]=[CH:19][CH:18]=2)=[CH:15][N:16]=1)[CH2:9][C:10]#[CH:11]. No catalyst specified. The product is [C:17]1([C:14]2[O:13][C:12]([CH2:8][CH2:9][C:10]#[C:11][C:2]3[CH:7]=[CH:6][CH:5]=[CH:4][N:3]=3)=[N:16][CH:15]=2)[CH:18]=[CH:19][CH:20]=[CH:21][CH:22]=1. The yield is 0.0900. (6) The reactants are Cl.[C@@H:2]12[NH:9][C@@H:6]([CH2:7][CH2:8]1)[CH2:5][N:4]([C:10]1[CH:15]=[CH:14][N:13]=[C:12]([NH:16][C:17]3[CH:18]=[N:19][N:20]([CH3:22])[CH:21]=3)[N:11]=1)[CH2:3]2.C(N(CC)CC)C.[C:30]([CH2:32][CH2:33][NH:34][C:35](N1C=CN=C1)=[O:36])#[N:31]. The catalyst is C(Cl)Cl. The product is [C:30]([CH2:32][CH2:33][NH:34][C:35]([N:9]1[C@H:6]2[CH2:7][CH2:8][C@@H:2]1[CH2:3][N:4]([C:10]1[CH:15]=[CH:14][N:13]=[C:12]([NH:16][C:17]3[CH:18]=[N:19][N:20]([CH3:22])[CH:21]=3)[N:11]=1)[CH2:5]2)=[O:36])#[N:31]. The yield is 0.470. (7) The reactants are [CH3:1][C:2]1[O:6][N:5]=[C:4]([C:7]2[CH:12]=[CH:11][CH:10]=[CH:9][CH:8]=2)[C:3]=1[C:13]([OH:15])=O.[S:16]1[CH:20]=[CH:19][CH:18]=[C:17]1[C:21]([NH:23][NH2:24])=O.[Cl-].ClC1N(C)C=C[N+]=1C.C(N(CC)CC)C. The catalyst is ClCCl. The product is [CH3:1][C:2]1[O:6][N:5]=[C:4]([C:7]2[CH:8]=[CH:9][CH:10]=[CH:11][CH:12]=2)[C:3]=1[C:13]1[O:15][C:21]([C:17]2[S:16][CH:20]=[CH:19][CH:18]=2)=[N:23][N:24]=1. The yield is 0.430. (8) The reactants are [F:1][CH2:2][C:3]([C:7]1[CH:11]=[C:10]([NH:12][C:13](=[O:21])OC2C=CC=CC=2)[N:9]([C:22]2[CH:27]=[CH:26][CH:25]=[CH:24][CH:23]=2)[N:8]=1)([CH3:6])[CH2:4][F:5].[CH3:28][O:29][C:30]1[CH:31]=[C:32]2[C:37](=[CH:38][C:39]=1[O:40][CH2:41][CH2:42][O:43][CH3:44])[N:36]=[CH:35][N:34]=[C:33]2[S:45][C:46]1[CH:47]=[C:48]([CH:50]=[CH:51][CH:52]=1)[NH2:49].C(N(CC)C(C)C)(C)C. The catalyst is C1COCC1. The product is [F:1][CH2:2][C:3]([C:7]1[CH:11]=[C:10]([NH:12][C:13]([NH:49][C:48]2[CH:50]=[CH:51][CH:52]=[C:46]([S:45][C:33]3[C:32]4[C:37](=[CH:38][C:39]([O:40][CH2:41][CH2:42][O:43][CH3:44])=[C:30]([O:29][CH3:28])[CH:31]=4)[N:36]=[CH:35][N:34]=3)[CH:47]=2)=[O:21])[N:9]([C:22]2[CH:23]=[CH:24][CH:25]=[CH:26][CH:27]=2)[N:8]=1)([CH3:6])[CH2:4][F:5]. The yield is 0.280.